Predict the product of the given reaction. From a dataset of Forward reaction prediction with 1.9M reactions from USPTO patents (1976-2016). Given the reactants [F:1][C:2]([F:20])([C:8]1[CH:13]=[CH:12][CH:11]=[C:10]([N:14]2[CH2:19][CH2:18][CH2:17][CH2:16][CH2:15]2)[CH:9]=1)[C:3]([O:5]CC)=[O:4].O1CCCC1.CO.O.[OH-].[Li+], predict the reaction product. The product is: [F:20][C:2]([F:1])([C:8]1[CH:13]=[CH:12][CH:11]=[C:10]([N:14]2[CH2:19][CH2:18][CH2:17][CH2:16][CH2:15]2)[CH:9]=1)[C:3]([OH:5])=[O:4].